From a dataset of Forward reaction prediction with 1.9M reactions from USPTO patents (1976-2016). Predict the product of the given reaction. (1) Given the reactants FC(F)(F)C(O)=O.[CH:8]([N:11]1[C:15]([C:16]2[N:25]=[C:24]3[N:18]([CH2:19][CH2:20][O:21][C:22]4[CH:29]=[C:28]([CH:30]5[CH2:35][CH2:34][NH:33][CH2:32][CH2:31]5)[CH:27]=[CH:26][C:23]=43)[CH:17]=2)=[N:14][CH:13]=[N:12]1)([CH3:10])[CH3:9].C(=O)([O-])[O-].[K+].[K+].Br[CH2:43][CH2:44][O:45][CH3:46], predict the reaction product. The product is: [CH:8]([N:11]1[C:15]([C:16]2[N:25]=[C:24]3[C:23]4[CH:26]=[CH:27][C:28]([CH:30]5[CH2:35][CH2:34][N:33]([CH2:43][CH2:44][O:45][CH3:46])[CH2:32][CH2:31]5)=[CH:29][C:22]=4[O:21][CH2:20][CH2:19][N:18]3[CH:17]=2)=[N:14][CH:13]=[N:12]1)([CH3:10])[CH3:9]. (2) Given the reactants [Cl:1][C:2]1[CH:18]=[CH:17][C:5]2[CH2:6][CH2:7][N:8]([C:11](=[O:16])[C:12]([F:15])([F:14])[F:13])[CH2:9][CH2:10][C:4]=2[C:3]=1OS(C(F)(F)F)(=O)=O.C(N1CCN(CC#C)C1=O)(C)(C)C, predict the reaction product. The product is: [Cl:1][C:2]1[CH:18]=[CH:17][C:5]2[CH2:6][CH2:7][N:8]([C:11](=[O:16])[C:12]([F:13])([F:15])[F:14])[CH2:9][CH2:10][C:4]=2[CH:3]=1.